From a dataset of Catalyst prediction with 721,799 reactions and 888 catalyst types from USPTO. Predict which catalyst facilitates the given reaction. (1) Reactant: [CH3:1][O:2][C:3]([C:5]1[CH:10]=[C:9]([Br:11])[C:8](=[O:12])[N:7]([CH3:13])[C:6]=1[CH3:14])=[O:4].[Br:15]N1C(=O)CCC1=O.C(OOC(=O)C1C=CC=CC=1)(=O)C1C=CC=CC=1. Product: [CH3:1][O:2][C:3]([C:5]1[CH:10]=[C:9]([Br:11])[C:8](=[O:12])[N:7]([CH3:13])[C:6]=1[CH2:14][Br:15])=[O:4]. The catalyst class is: 53. (2) Reactant: [CH:1](=[N:8][N:9]1[C:21]2[C:20]3[CH:19]=[CH:18][CH:17]=[CH:16][C:15]=3[N:14]=[CH:13][C:12]=2[N:11]=[C:10]1[CH2:22][O:23][CH2:24][CH3:25])[C:2]1[CH:7]=[CH:6][CH:5]=[CH:4][CH:3]=1.[BH4-].[Na+]. Product: [CH2:1]([NH:8][N:9]1[C:21]2[C:20]3[CH:19]=[CH:18][CH:17]=[CH:16][C:15]=3[N:14]=[CH:13][C:12]=2[N:11]=[C:10]1[CH2:22][O:23][CH2:24][CH3:25])[C:2]1[CH:3]=[CH:4][CH:5]=[CH:6][CH:7]=1. The catalyst class is: 5. (3) Reactant: [Na].[C:2]([C:6]1[CH:11]=[C:10]([C:12]([CH3:15])([CH3:14])[CH3:13])[CH:9]=[CH:8][C:7]=1[OH:16])([CH3:5])([CH3:4])[CH3:3].[C:17](=[O:19])=[O:18]. Product: [C:2]([C:6]1[C:7]([OH:16])=[C:8]([CH:9]=[C:10]([C:12]([CH3:15])([CH3:14])[CH3:13])[CH:11]=1)[C:17]([OH:19])=[O:18])([CH3:5])([CH3:4])[CH3:3]. The catalyst class is: 6. (4) Reactant: [CH2:1]([O:3][C:4](=[O:34])[C:5]([NH:27][C:28]([O:30][CH2:31][CH:32]=[CH2:33])=[O:29])([CH2:9][C:10]1[O:14][N:13]=[C:12]([CH:15]2[CH2:19][CH2:18][CH2:17][N:16]2[C:20]([O:22][C:23]([CH3:26])([CH3:25])[CH3:24])=[O:21])[CH:11]=1)C(O)=O)[CH3:2].C(OC(=O)C(NC(OCC=C)=O)(CC1ON=C(C2CCCN2C(OC(C)(C)C)=O)C=1)C(OCC)=O)C. Product: [C:23]([O:22][C:20]([N:16]1[CH2:17][CH2:18][CH2:19][CH:15]1[C:12]1[CH:11]=[C:10]([CH2:9][CH:5]([NH:27][C:28]([O:30][CH2:31][CH:32]=[CH2:33])=[O:29])[C:4]([O:3][CH2:1][CH3:2])=[O:34])[O:14][N:13]=1)=[O:21])([CH3:26])([CH3:25])[CH3:24]. The catalyst class is: 12. (5) Reactant: C[Si]([N-][Si](C)(C)C)(C)C.[Na+].[Br:11][C:12]1[CH:21]=[CH:20][C:19]([Cl:22])=[CH:18][C:13]=1[C:14]([O:16]C)=O.[F:23][C:24]([F:34])([C:30]([F:33])([F:32])[F:31])[CH2:25][CH2:26]C(O)=O. Product: [Br:11][C:12]1[CH:21]=[CH:20][C:19]([Cl:22])=[CH:18][C:13]=1[C:14](=[O:16])[CH2:26][CH2:25][C:24]([F:34])([F:23])[C:30]([F:33])([F:32])[F:31]. The catalyst class is: 1.